This data is from Reaction yield outcomes from USPTO patents with 853,638 reactions. The task is: Predict the reaction yield, written as a fraction of the theoretical maximum amount of product (1.0 means a 100% yield; for example, 0.34 means a 34% yield). The reactants are Br[C:2]1[C:8]([F:9])=[CH:7][C:5]([NH2:6])=[CH:4][C:3]=1[F:10].C(=O)([O-])[O-].[Cs+].[Cs+].[CH:17]1([B-](F)(F)F)[CH2:19][CH2:18]1.[K]. The catalyst is C([O-])(=O)C.[Pd+2].C([O-])(=O)C.I.C12(P(C34CC5CC(CC(C5)C3)C4)CCCC)CC3CC(CC(C3)C1)C2.O.C1(C)C=CC=CC=1. The product is [CH:17]1([C:2]2[C:8]([F:9])=[CH:7][C:5]([NH2:6])=[CH:4][C:3]=2[F:10])[CH2:19][CH2:18]1. The yield is 0.820.